Task: Predict which catalyst facilitates the given reaction.. Dataset: Catalyst prediction with 721,799 reactions and 888 catalyst types from USPTO (1) Reactant: [Br:1][C:2]1[C:22]([OH:23])=[CH:21][C:5]2[C:6]([C:9]([C:11]3[CH:16]=[CH:15][C:14]([O:17][CH3:18])=[C:13]([O:19][CH3:20])[CH:12]=3)=[O:10])=[CH:7][O:8][C:4]=2[C:3]=1[Br:24].[N+]([O-])(O)=[O:26].O.C(Cl)(Cl)Cl.CO. Product: [Br:1][C:2]1[C:22](=[O:23])[C:21](=[O:26])[C:5]2[C:6]([C:9](=[O:10])[C:11]3[CH:16]=[CH:15][C:14]([O:17][CH3:18])=[C:13]([O:19][CH3:20])[CH:12]=3)=[CH:7][O:8][C:4]=2[C:3]=1[Br:24]. The catalyst class is: 15. (2) Reactant: C(OC([N:8]1[CH2:13][C@@H:12]2[CH2:14][C@H:9]1[CH2:10][N:11]2[C:15]1[CH:20]=[CH:19][C:18]([C:21]2[NH:26][C:25](=[O:27])[C:24]([C:28]([OH:30])=[O:29])=[CH:23][C:22]=2[CH2:31][CH3:32])=[CH:17][CH:16]=1)=O)(C)(C)C.C(O)(C(F)(F)F)=O. Product: [C@H:12]12[CH2:14][C@H:9]([NH:8][CH2:13]1)[CH2:10][N:11]2[C:15]1[CH:16]=[CH:17][C:18]([C:21]2[NH:26][C:25](=[O:27])[C:24]([C:28]([OH:30])=[O:29])=[CH:23][C:22]=2[CH2:31][CH3:32])=[CH:19][CH:20]=1. The catalyst class is: 2. (3) Reactant: [NH:1]1[CH:5]=[CH:4][CH:3]=[N:2]1.[H-].[Na+].Br[CH:9]([C:11]1[CH:20]=[CH:19][C:14]([C:15]([O:17][CH3:18])=[O:16])=[CH:13][CH:12]=1)[CH3:10]. Product: [N:1]1([CH:9]([C:11]2[CH:20]=[CH:19][C:14]([C:15]([O:17][CH3:18])=[O:16])=[CH:13][CH:12]=2)[CH3:10])[CH:5]=[CH:4][CH:3]=[N:2]1. The catalyst class is: 3. (4) Reactant: [CH3:1][O:2][N:3]=[C:4]([CH3:10])[CH:5]([O:8][CH3:9])[O:6][CH3:7].[BH3-]C#N.[Na+]. Product: [CH3:1][O:2][NH:3][CH:4]([CH3:10])[CH:5]([O:8][CH3:9])[O:6][CH3:7]. The catalyst class is: 15. (5) The catalyst class is: 32. Product: [F:1][CH2:2][CH2:3][CH2:4][O:5][C:6]1[CH:11]=[CH:10][C:9]([C:12]2[N:13]=[C:14]3[CH:19]=[CH:18][C:17]([OH:20])=[CH:16][N:15]3[CH:24]=2)=[CH:8][CH:7]=1. Reactant: [F:1][CH2:2][CH2:3][CH2:4][O:5][C:6]1[CH:11]=[CH:10][C:9]([C:12]2[N:13]=[C:14]3[CH:19]=[CH:18][C:17]([O:20]COC)=[CH:16][N:15]3[CH:24]=2)=[CH:8][CH:7]=1.Cl.O.